From a dataset of Forward reaction prediction with 1.9M reactions from USPTO patents (1976-2016). Predict the product of the given reaction. (1) Given the reactants ClC1C=CC(OCCN[S:16]([CH3:19])(=[O:18])=[O:17])=C(C=1)C(OC)=O.Cl.[NH2:21][CH2:22][CH2:23][CH2:24][O:25][C:26]1[CH:35]=[CH:34][C:33]([Cl:36])=[CH:32][C:27]=1[C:28]([O:30][CH3:31])=[O:29], predict the reaction product. The product is: [Cl:36][C:33]1[CH:34]=[CH:35][C:26]([O:25][CH2:24][CH2:23][CH2:22][NH:21][S:16]([CH3:19])(=[O:18])=[O:17])=[C:27]([CH:32]=1)[C:28]([O:30][CH3:31])=[O:29]. (2) Given the reactants [N:1]1[C:10]2[C:5](=[CH:6][CH:7]=[C:8]([O:11][C:12]3[N:17]=[CH:16][N:15]=[C:14]([C:18]4[CH:23]=[CH:22][C:21]([C:24]([F:27])([F:26])[F:25])=[CH:20][C:19]=4[NH2:28])[CH:13]=3)[CH:9]=2)[CH:4]=[CH:3][CH:2]=1.[C:29]1([S:35](Cl)(=[O:37])=[O:36])[CH:34]=[CH:33][CH:32]=[CH:31][CH:30]=1, predict the reaction product. The product is: [N:1]1[C:10]2[C:5](=[CH:6][CH:7]=[C:8]([O:11][C:12]3[N:17]=[CH:16][N:15]=[C:14]([C:18]4[CH:23]=[CH:22][C:21]([C:24]([F:25])([F:27])[F:26])=[CH:20][C:19]=4[NH:28][S:35]([C:29]4[CH:34]=[CH:33][CH:32]=[CH:31][CH:30]=4)(=[O:37])=[O:36])[CH:13]=3)[CH:9]=2)[CH:4]=[CH:3][CH:2]=1. (3) Given the reactants [NH:1]1[CH2:5][CH2:4][CH:3]([OH:6])[CH2:2]1.[C:7]([O:11][C:12](O[C:12]([O:11][C:7]([CH3:10])([CH3:9])[CH3:8])=[O:13])=[O:13])([CH3:10])([CH3:9])[CH3:8], predict the reaction product. The product is: [C:7]([O:11][C:12]([N:1]1[CH2:5][CH2:4][CH:3]([OH:6])[CH2:2]1)=[O:13])([CH3:10])([CH3:9])[CH3:8].